From a dataset of Full USPTO retrosynthesis dataset with 1.9M reactions from patents (1976-2016). Predict the reactants needed to synthesize the given product. Given the product [Cl:24][C:25]1[CH:26]=[C:27]([N:31]2[C:35]([CH2:36][NH:37][C:15]([NH:14][C:5]3[CH:6]=[N:7][C:8]([N:9]4[CH2:10][CH2:11][CH2:12][CH2:13]4)=[C:3]([O:2][CH3:1])[CH:4]=3)=[O:23])=[CH:34][C:33]([C:38]([F:39])([F:40])[F:41])=[N:32]2)[CH:28]=[CH:29][CH:30]=1, predict the reactants needed to synthesize it. The reactants are: [CH3:1][O:2][C:3]1[CH:4]=[C:5]([NH:14][C:15](=[O:23])OC2C=CC=CC=2)[CH:6]=[N:7][C:8]=1[N:9]1[CH2:13][CH2:12][CH2:11][CH2:10]1.[Cl:24][C:25]1[CH:26]=[C:27]([N:31]2[C:35]([CH2:36][NH2:37])=[CH:34][C:33]([C:38]([F:41])([F:40])[F:39])=[N:32]2)[CH:28]=[CH:29][CH:30]=1.C(N(CC)CC)C.